This data is from Reaction yield outcomes from USPTO patents with 853,638 reactions. The task is: Predict the reaction yield, written as a fraction of the theoretical maximum amount of product (1.0 means a 100% yield; for example, 0.34 means a 34% yield). (1) The reactants are [Cl:1][C:2]1[CH:3]=[C:4]([CH:10]=[CH:11][C:12]=1[Cl:13])[CH:5]=[CH:6][C:7](O)=[O:8].CC(C[AlH]CC(C)C)C. The catalyst is C1(C)C=CC=CC=1. The product is [Cl:1][C:2]1[CH:3]=[C:4](/[CH:5]=[CH:6]/[CH2:7][OH:8])[CH:10]=[CH:11][C:12]=1[Cl:13]. The yield is 0.630. (2) The reactants are [F:1][C:2]1[C:10]([O:11][CH2:12][C:13]2[S:14][C:15]3[CH:21]=[CH:20][C:19]([C:22]4[CH:27]=[CH:26][CH:25]=[C:24]([O:28]C)[CH:23]=4)=[CH:18][C:16]=3[N:17]=2)=[CH:9][CH:8]=[C:7]([F:30])[C:3]=1[C:4]([NH2:6])=[O:5].B(Br)(Br)Br.O. The catalyst is C(Cl)Cl. The product is [F:1][C:2]1[C:10]([O:11][CH2:12][C:13]2[S:14][C:15]3[CH:21]=[CH:20][C:19]([C:22]4[CH:27]=[CH:26][CH:25]=[C:24]([OH:28])[CH:23]=4)=[CH:18][C:16]=3[N:17]=2)=[CH:9][CH:8]=[C:7]([F:30])[C:3]=1[C:4]([NH2:6])=[O:5]. The yield is 0.140. (3) The reactants are [CH3:1][O:2][C:3]1[CH:8]=[CH:7][C:6]([CH2:9]O)=[CH:5][CH:4]=1.C1(P(C2C=CC=CC=2)C2C=CC=CC=2)C=CC=CC=1.[CH2:30]([O:34][C:35]([NH:37][S:38]([NH:41][CH2:42][C:43]([O:45][CH2:46][CH3:47])=[O:44])(=[O:40])=[O:39])=[O:36])[CH2:31][CH2:32][CH3:33].CC(OC(/N=N/C(OC(C)C)=O)=O)C. The catalyst is C1COCC1. The product is [CH2:30]([O:34][C:35]([N:37]([CH2:9][C:6]1[CH:5]=[CH:4][C:3]([O:2][CH3:1])=[CH:8][CH:7]=1)[S:38]([NH:41][CH2:42][C:43]([O:45][CH2:46][CH3:47])=[O:44])(=[O:39])=[O:40])=[O:36])[CH2:31][CH2:32][CH3:33]. The yield is 0.690. (4) The reactants are [H-].[Al+3].[Li+].[H-].[H-].[H-].C[O:8][C:9]([C:11]1[CH:20]=[C:19]([O:21][CH2:22][C:23]2[CH:28]=[CH:27][CH:26]=[CH:25][CH:24]=2)[C:18]2[C:13](=[CH:14][CH:15]=[C:16]([F:29])[CH:17]=2)[CH:12]=1)=O.Cl. The catalyst is O1CCCC1. The product is [CH2:22]([O:21][C:19]1[C:18]2[C:13](=[CH:14][CH:15]=[C:16]([F:29])[CH:17]=2)[CH:12]=[C:11]([CH2:9][OH:8])[CH:20]=1)[C:23]1[CH:24]=[CH:25][CH:26]=[CH:27][CH:28]=1. The yield is 0.930. (5) The reactants are [N:1]1[C:6]([CH2:7][OH:8])=[CH:5][CH:4]=[CH:3][C:2]=1[CH2:9][OH:10].[H-].[Na+].[CH2:13](Br)[CH:14]=[CH2:15]. The catalyst is O. The product is [CH2:15]([O:8][CH2:7][C:6]1[N:1]=[C:2]([CH2:9][OH:10])[CH:3]=[CH:4][CH:5]=1)[CH:14]=[CH2:13]. The yield is 0.240. (6) The reactants are [H-].[Na+].[OH:3][C:4]1[CH:5]=[C:6]([C:10](=[O:12])[CH3:11])[CH:7]=[CH:8][CH:9]=1.Br[CH2:14][CH2:15][CH2:16][Cl:17]. The catalyst is CN(C=O)C.O. The product is [Cl:17][CH2:16][CH2:15][CH2:14][O:3][C:4]1[CH:5]=[C:6]([C:10](=[O:12])[CH3:11])[CH:7]=[CH:8][CH:9]=1. The yield is 0.552.